Dataset: Full USPTO retrosynthesis dataset with 1.9M reactions from patents (1976-2016). Task: Predict the reactants needed to synthesize the given product. (1) Given the product [C:2]([CH:4]1[CH2:7][N:6]([C:25](=[O:27])[C@H:21]([NH:20][C:18]([C:56]2[C:54]3[C:53](=[N:52][CH:51]=[C:50]([C:48]4[CH:47]=[N:46][N:45]([CH3:44])[CH:49]=4)[N:55]=3)[NH:58][CH:57]=2)=[O:19])[CH:22]2[CH2:23][CH2:24]2)[CH2:5]1)#[N:3], predict the reactants needed to synthesize it. The reactants are: Cl.[C:2]([CH:4]1[CH2:7][NH:6][CH2:5]1)#[N:3].N1CCCC1.CC(O[C:18]([NH:20][C@@H:21]([C:25]([OH:27])=O)[CH:22]1[CH2:24][CH2:23]1)=[O:19])(C)C.C(N[C@@H](C(O)=O)C(C)(C)C)(OC(C)(C)C)=O.[CH3:44][N:45]1[CH:49]=[C:48]([C:50]2[N:55]=[C:54]3[C:56](C(O)=O)=[CH:57][N:58](COCC[Si](C)(C)C)[C:53]3=[N:52][CH:51]=2)[CH:47]=[N:46]1.C1(C2N=C3C(C(O)=O)=CN(COCC[Si](C)(C)C)C3=NC=2)CC1.FC(F)(F)CO. (2) The reactants are: C(O[C:4]([C:6]1[S:7][C:8]2[CH:9]=[N:10][CH:11]=[CH:12][C:13]=2[N:14]=1)=[O:5])C.[C:15]1([C@H:21]([NH2:23])[CH3:22])[CH:20]=[CH:19][CH:18]=[CH:17][CH:16]=1.C[Al](C)C.CCCCCC. Given the product [C:15]1([C@H:21]([NH:23][C:4]([C:6]2[S:7][C:8]3[CH:9]=[N:10][CH:11]=[CH:12][C:13]=3[N:14]=2)=[O:5])[CH3:22])[CH:20]=[CH:19][CH:18]=[CH:17][CH:16]=1, predict the reactants needed to synthesize it. (3) The reactants are: [NH2:1][CH2:2][CH2:3][C:4]([CH3:42])([CH3:41])[CH2:5][CH:6]([NH:29][S:30]([C:33]1[CH:38]=[CH:37][C:36]([O:39][CH3:40])=[CH:35][CH:34]=1)(=[O:32])=[O:31])[C@H:7]([OH:28])[C@@H:8]([NH:16][C:17](=[O:27])[O:18][C@@H:19]1[C@H:26]2[C@H:22]([O:23][CH2:24][CH2:25]2)[O:21][CH2:20]1)[CH2:9][C:10]1[CH:15]=[CH:14][CH:13]=[CH:12][CH:11]=1.NCCC(C)(C)CC(NS(C1C=CC(OC)=CC=1)(=O)=O)[C@H](O)[C@@H](NC(=O)O[C@H]1[C@@H]2[C@@H](OCC2)OC1)CC1C=CC=CC=1.C(N(CC)C(C)C)(C)C.[CH3:94][N:95]([CH3:99])[C:96](Cl)=[O:97]. Given the product [CH2:9]([C@H:8]([NH:16][C:17](=[O:27])[O:18][C@H:19]1[C@@H:26]2[C@@H:22]([O:23][CH2:24][CH2:25]2)[O:21][CH2:20]1)[C@@H:7]([OH:28])[CH:6]([NH:29][S:30]([C:33]1[CH:38]=[CH:37][C:36]([O:39][CH3:40])=[CH:35][CH:34]=1)(=[O:32])=[O:31])[CH2:5][C:4]([CH3:42])([CH3:41])[CH2:3][CH2:2][NH:1][C:96]([N:95]([CH3:99])[CH3:94])=[O:97])[C:10]1[CH:15]=[CH:14][CH:13]=[CH:12][CH:11]=1, predict the reactants needed to synthesize it. (4) Given the product [CH2:21]([C:20]1[N:12]([CH2:13][CH2:14][C:15]([O:17][CH2:18][CH3:19])=[O:16])[C:11]2[C:10]3[CH:9]=[CH:8][CH:7]=[CH:6][C:5]=3[N:4]=[CH:3][C:2]=2[N:1]=1)[CH2:22][CH3:23], predict the reactants needed to synthesize it. The reactants are: [NH2:1][C:2]1[CH:3]=[N:4][C:5]2[C:10]([C:11]=1[NH:12][CH2:13][CH2:14][C:15]([O:17][CH2:18][CH3:19])=[O:16])=[CH:9][CH:8]=[CH:7][CH:6]=2.[C:20](OC)(OC)(OC)[CH2:21][CH2:22][CH3:23].